From a dataset of Reaction yield outcomes from USPTO patents with 853,638 reactions. Predict the reaction yield, written as a fraction of the theoretical maximum amount of product (1.0 means a 100% yield; for example, 0.34 means a 34% yield). (1) The reactants are CO[C:3]([C:5]1[CH:10]=[C:9]([CH3:11])[C:8]([Br:12])=[CH:7][N:6]=1)=[O:4].[NH2:13][CH2:14][CH2:15][OH:16]. The catalyst is [Al](C)(C)C. The product is [OH:16][CH2:15][CH2:14][NH:13][C:3]([C:5]1[CH:10]=[C:9]([CH3:11])[C:8]([Br:12])=[CH:7][N:6]=1)=[O:4]. The yield is 0.650. (2) The reactants are [CH3:1][CH:2]1[CH2:7][C:6](=[O:8])[CH:5]=[C:4]([C:9]2[CH:14]=[CH:13][N:12]=[CH:11][C:10]=2[N+:15]([O-:17])=[O:16])[CH2:3]1.[BH4-].[Na+]. The catalyst is CCO. The product is [CH3:1][C@@H:2]1[CH2:7][C@H:6]([OH:8])[CH:5]=[C:4]([C:9]2[CH:14]=[CH:13][N:12]=[CH:11][C:10]=2[N+:15]([O-:17])=[O:16])[CH2:3]1. The yield is 0.940. (3) The reactants are Cl[C:2]1[CH:7]=[C:6]([Cl:8])[N:5]=[CH:4][C:3]=1[NH2:9].[CH:10]([N:13]=[C:14]=[S:15])([CH3:12])[CH3:11].[H-].[Na+]. The catalyst is CN(C=O)C. The product is [Cl:8][C:6]1[N:5]=[CH:4][C:3]2[N:9]=[C:14]([NH:13][CH:10]([CH3:12])[CH3:11])[S:15][C:2]=2[CH:7]=1. The yield is 0.610. (4) The reactants are [H-].C([Al+]CC(C)C)C(C)C.[SH:11][C:12]1[O:13][C:14]2[C:20]([C:21](OC)=[O:22])=[CH:19][CH:18]=[CH:17][C:15]=2[N:16]=1.C([Al]CC(C)C)C(C)C.Cl. The catalyst is C1(C)C=CC=CC=1.C1COCC1. The product is [OH:22][CH2:21][C:20]1[C:14]2[O:13][C:12]([SH:11])=[N:16][C:15]=2[CH:17]=[CH:18][CH:19]=1. The yield is 0.940. (5) The reactants are [CH2:1]([CH:3]1[CH:7]([C:8]2[N:12]3[C:13]4[CH:19]=[CH:18][NH:17][C:14]=4[N:15]=[CH:16][C:11]3=[N:10][N:9]=2)[CH2:6][CH:5]([CH2:20][CH2:21][CH2:22][C:23](OCC)=[O:24])[CH2:4]1)[CH3:2].[NH3:28]. No catalyst specified. The product is [CH2:1]([C@H:3]1[C@@H:7]([C:8]2[N:12]3[C:13]4[CH:19]=[CH:18][NH:17][C:14]=4[N:15]=[CH:16][C:11]3=[N:10][N:9]=2)[CH2:6][CH:5]([CH2:20][CH2:21][CH2:22][C:23]([NH2:28])=[O:24])[CH2:4]1)[CH3:2]. The yield is 1.00. (6) The product is [Cl:97][C:98]1[CH:99]=[C:100]([CH:103]=[CH:104][CH:105]=1)[CH2:101][N:68]1[CH2:69][CH2:70][C:65]2([C:61]3[C:60](=[O:71])[N:59]([CH2:72][C@H:73]([NH:80][C:81](=[O:87])[O:82][C:83]([CH3:86])([CH3:85])[CH3:84])[C:74]4[CH:79]=[CH:78][CH:77]=[CH:76][CH:75]=4)[C:58](=[O:88])[N:57]([CH2:56][C:55]4[C:89]([C:93]([F:96])([F:94])[F:95])=[CH:90][CH:91]=[CH:92][C:54]=4[F:53])[C:62]=3[CH2:63][CH2:64]2)[CH2:66][CH2:67]1. No catalyst specified. The yield is 0.570. The reactants are FC1C=CC=C(C(F)(F)F)C=1CN1C2COC3(CCN(CC4C=CC=C(F)C=4)CC3)C=2C(=O)N(C[C@H](NC(=O)OC(C)(C)C)C2C=CC=CC=2)C1=O.[F:53][C:54]1[CH:92]=[CH:91][CH:90]=[C:89]([C:93]([F:96])([F:95])[F:94])[C:55]=1[CH2:56][N:57]1[C:62]2[CH2:63][CH2:64][C:65]3([CH2:70][CH2:69][NH:68][CH2:67][CH2:66]3)[C:61]=2[C:60](=[O:71])[N:59]([CH2:72][C@H:73]([NH:80][C:81](=[O:87])[O:82][C:83]([CH3:86])([CH3:85])[CH3:84])[C:74]2[CH:79]=[CH:78][CH:77]=[CH:76][CH:75]=2)[C:58]1=[O:88].[Cl:97][C:98]1[CH:99]=[C:100]([CH:103]=[CH:104][CH:105]=1)[CH2:101]Br. (7) The reactants are [CH3:1][C:2]1([CH3:14])[C:6]([CH3:8])([CH3:7])[O:5][B:4]([C:9]2[CH:10]=[N:11][NH:12][CH:13]=2)[O:3]1.CN(C=O)C.[H-].[Na+].CS(O[CH:27]1[CH2:32][CH2:31][N:30]([C:33]([O:35][C:36]([CH3:39])([CH3:38])[CH3:37])=[O:34])[CH2:29][CH2:28]1)(=O)=O. The catalyst is O. The product is [CH3:1][C:2]1([CH3:14])[C:6]([CH3:7])([CH3:8])[O:5][B:4]([C:9]2[CH:13]=[N:12][N:11]([CH:27]3[CH2:32][CH2:31][N:30]([C:33]([O:35][C:36]([CH3:39])([CH3:38])[CH3:37])=[O:34])[CH2:29][CH2:28]3)[CH:10]=2)[O:3]1. The yield is 0.290. (8) The reactants are [OH:1][C@H:2]([CH3:24])[CH2:3][CH2:4][CH2:5][CH2:6][N:7]1[C:16](=[O:17])[C:15]2[N:14]([CH2:18][O:19][CH2:20][CH3:21])[C:13]([SH:22])=[N:12][C:11]=2[N:10]([CH3:23])[C:8]1=[O:9].[C:25](=O)([O-])[O-].[K+].[K+].CI. The catalyst is C(#N)C. The product is [CH2:20]([O:19][CH2:18][N:14]1[C:15]2[C:16](=[O:17])[N:7]([CH2:6][CH2:5][CH2:4][CH2:3][C@H:2]([OH:1])[CH3:24])[C:8](=[O:9])[N:10]([CH3:23])[C:11]=2[N:12]=[C:13]1[S:22][CH3:25])[CH3:21]. The yield is 0.890. (9) The reactants are Cl[CH2:2][C:3]1[N:4]=[C:5]([CH3:8])[S:6][CH:7]=1.[CH2:9]([O:11][CH:12]([O:15][CH2:16][CH3:17])[CH2:13][NH2:14])[CH3:10]. The catalyst is O1CCCC1. The product is [CH2:9]([O:11][CH:12]([O:15][CH2:16][CH3:17])[CH2:13][NH:14][CH2:2][C:3]1[N:4]=[C:5]([CH3:8])[S:6][CH:7]=1)[CH3:10]. The yield is 0.760. (10) The reactants are [CH2:1]1[O:24][C:23]2[CH:22]=[CH:21][C:5]([CH2:6][CH2:7][C:8]3[S:9][CH:10]=[CH:11][C:12]=3[S:13](N3C=CC=C3)(=[O:15])=[O:14])=[CH:4][C:3]=2[O:2]1.S(Cl)([Cl:28])(=O)=O. No catalyst specified. The product is [Cl:28][S:13]([C:12]1[CH:11]=[CH:10][S:9][C:8]=1[CH2:7][CH2:6][C:5]1[CH:21]=[CH:22][C:23]2[O:24][CH2:1][O:2][C:3]=2[CH:4]=1)(=[O:15])=[O:14]. The yield is 0.420.